Dataset: Full USPTO retrosynthesis dataset with 1.9M reactions from patents (1976-2016). Task: Predict the reactants needed to synthesize the given product. (1) The reactants are: C(OC(=O)[NH:7][CH:8]([CH3:31])[C:9]([NH:11][C:12]1[CH:17]=[CH:16][C:15]([CH:18]2[CH2:22][CH2:21][CH2:20][CH2:19]2)=[C:14]([C:23]#[C:24][C:25]2[CH:30]=[CH:29][CH:28]=[CH:27][CH:26]=2)[N:13]=1)=[O:10])(C)(C)C.C(Cl)Cl.C(O)(C(F)(F)F)=O. Given the product [NH2:7][CH:8]([CH3:31])[C:9]([NH:11][C:12]1[CH:17]=[CH:16][C:15]([CH:18]2[CH2:19][CH2:20][CH2:21][CH2:22]2)=[C:14]([C:23]#[C:24][C:25]2[CH:30]=[CH:29][CH:28]=[CH:27][CH:26]=2)[N:13]=1)=[O:10], predict the reactants needed to synthesize it. (2) Given the product [CH3:34][C:33]1[CH:32]=[CH:31][C:30]([S:35](=[O:37])(=[O:36])[NH2:38])=[CH:29][C:28]=1[NH:27][C:12]([C:11]1[CH:10]=[N:9][N:8]2[C:3]([C:2]([F:1])([F:25])[F:26])=[CH:4][C:5]([C:15]3[CH:20]=[CH:19][C:18]([C:21]([F:23])([F:22])[F:24])=[CH:17][CH:16]=3)=[N:6][C:7]=12)=[O:13], predict the reactants needed to synthesize it. The reactants are: [F:1][C:2]([F:26])([F:25])[C:3]1[N:8]2[N:9]=[CH:10][C:11]([C:12](O)=[O:13])=[C:7]2[N:6]=[C:5]([C:15]2[CH:20]=[CH:19][C:18]([C:21]([F:24])([F:23])[F:22])=[CH:17][CH:16]=2)[CH:4]=1.[NH2:27][C:28]1[CH:29]=[C:30]([S:35]([NH2:38])(=[O:37])=[O:36])[CH:31]=[CH:32][C:33]=1[CH3:34]. (3) Given the product [Cl:1][C:2]1[CH:3]=[CH:4][C:5]2[N:6]([C:8]([CH3:14])=[C:9]([CH2:11][OH:12])[N:10]=2)[N:7]=1, predict the reactants needed to synthesize it. The reactants are: [Cl:1][C:2]1[CH:3]=[CH:4][C:5]2[N:6]([C:8]([CH3:14])=[C:9]([C:11](O)=[O:12])[N:10]=2)[N:7]=1.CN1CCOCC1.[BH4-].[Na+].